This data is from Full USPTO retrosynthesis dataset with 1.9M reactions from patents (1976-2016). The task is: Predict the reactants needed to synthesize the given product. (1) Given the product [F:27][C:24]1[CH:25]=[CH:26][C:21]([C:13]2[C:12]([CH2:11][O:10][C:7]3[CH:8]=[CH:9][C:4]([C:3]([NH:32][CH2:31][CH2:29][OH:30])=[O:28])=[CH:5][N:6]=3)=[C:16]([C:17]([F:18])([F:20])[F:19])[O:15][N:14]=2)=[CH:22][CH:23]=1, predict the reactants needed to synthesize it. The reactants are: CO[C:3](=[O:28])[C:4]1[CH:9]=[CH:8][C:7]([O:10][CH2:11][C:12]2[C:13]([C:21]3[CH:26]=[CH:25][C:24]([F:27])=[CH:23][CH:22]=3)=[N:14][O:15][C:16]=2[C:17]([F:20])([F:19])[F:18])=[N:6][CH:5]=1.[CH2:29]([CH2:31][NH2:32])[OH:30]. (2) Given the product [CH:20]1([CH:10]([OH:9])[CH2:11][NH:12][C:13](=[O:14])[O:15][C:16]([CH3:17])([CH3:19])[CH3:18])[CH2:21][CH2:22][CH2:23][CH2:24][CH2:25]1, predict the reactants needed to synthesize it. The reactants are: C([O:9][CH:10]([CH:20]1[CH2:25][CH2:24][CH2:23][CH2:22][CH2:21]1)[CH2:11][NH:12][C:13]([O:15][C:16]([CH3:19])([CH3:18])[CH3:17])=[O:14])(=O)C1C=CC=CC=1.[OH-].[Na+]. (3) Given the product [C:1]([N:4]1[CH2:9][CH2:8][O:7][C:6]2[CH:10]=[CH:11][C:12]([C:14]3[S:15][C:16]([C:25]4[CH:30]=[CH:29][CH:28]=[CH:27][CH:26]=4)=[C:17]([C:19]([O:21][CH2:22][CH3:23])=[O:20])[N:18]=3)=[CH:13][C:5]1=2)(=[O:3])[CH3:2], predict the reactants needed to synthesize it. The reactants are: [C:1]([N:4]1[CH2:9][CH2:8][O:7][C:6]2[CH:10]=[CH:11][C:12]([C:14]3[S:15][C:16](Cl)=[C:17]([C:19]([O:21][CH2:22][CH3:23])=[O:20])[N:18]=3)=[CH:13][C:5]1=2)(=[O:3])[CH3:2].[C:25]1(B(O)O)[CH:30]=[CH:29][CH:28]=[CH:27][CH:26]=1. (4) Given the product [N:32]([CH2:12][CH2:13][C@@H:14]([N:21]1[C:29](=[O:30])[C:28]2[C:23](=[CH:24][CH:25]=[CH:26][CH:27]=2)[C:22]1=[O:31])[C:15]1[CH:20]=[CH:19][CH:18]=[CH:17][CH:16]=1)=[N+:33]=[N-:34], predict the reactants needed to synthesize it. The reactants are: CC1C=CC(S(O[CH2:12][CH2:13][C@@H:14]([N:21]2[C:29](=[O:30])[C:28]3[C:23](=[CH:24][CH:25]=[CH:26][CH:27]=3)[C:22]2=[O:31])[C:15]2[CH:20]=[CH:19][CH:18]=[CH:17][CH:16]=2)(=O)=O)=CC=1.[N-:32]=[N+:33]=[N-:34].[Na+]. (5) Given the product [CH2:3]1[C:2]2([CH2:7][O:9][C:12]3([CH2:16][CH2:15][CH2:14][CH2:13]3)[NH:1]2)[CH2:6][CH2:5][CH2:4]1, predict the reactants needed to synthesize it. The reactants are: [NH2:1][C:2]1([C:7]([OH:9])=O)[CH2:6][CH2:5][CH2:4][CH2:3]1.OC[C:12]1(N)[CH2:16][CH2:15][CH2:14][CH2:13]1.OCCN.C1(=O)CCCC1. (6) Given the product [CH3:20][O:19][C:17](=[O:18])[C:14]1[CH:13]=[CH:12][C:11]([C:9]2[N:8]([CH2:21][C:22]3[CH:27]=[CH:26][C:25]([C:28]([F:34])([F:33])[P:29]([OH:32])([OH:31])=[O:30])=[C:24]([Br:35])[CH:23]=3)[C:7](=[O:36])[NH:6][CH:10]=2)=[CH:16][CH:15]=1, predict the reactants needed to synthesize it. The reactants are: C(OC([N:6]1[CH:10]=[C:9]([C:11]2[CH:16]=[CH:15][C:14]([C:17]([O:19][CH3:20])=[O:18])=[CH:13][CH:12]=2)[N:8]([CH2:21][C:22]2[CH:27]=[CH:26][C:25]([C:28]([F:34])([F:33])[P:29]([OH:32])([OH:31])=[O:30])=[C:24]([Br:35])[CH:23]=2)[C:7]1=[O:36])=O)C. (7) The reactants are: Cl[C:2]1[N:7]=[C:6]2[CH:8]=[N:9][CH:10]=[CH:11][C:5]2=[N:4][C:3]=1[N:12]1[CH2:17][CH2:16][CH:15]([O:18][C:19]2[CH:24]=[CH:23][C:22]([F:25])=[CH:21][C:20]=2[F:26])[CH2:14][CH2:13]1.Cl.[F:28][C:29]1([F:34])[CH2:32][CH:31]([NH2:33])[CH2:30]1.[F-].[K+].CCN(C(C)C)C(C)C. Given the product [F:28][C:29]1([F:34])[CH2:32][CH:31]([NH:33][C:2]2[N:7]=[C:6]3[CH:8]=[N:9][CH:10]=[CH:11][C:5]3=[N:4][C:3]=2[N:12]2[CH2:17][CH2:16][CH:15]([O:18][C:19]3[CH:24]=[CH:23][C:22]([F:25])=[CH:21][C:20]=3[F:26])[CH2:14][CH2:13]2)[CH2:30]1, predict the reactants needed to synthesize it.